From a dataset of Reaction yield outcomes from USPTO patents with 853,638 reactions. Predict the reaction yield, written as a fraction of the theoretical maximum amount of product (1.0 means a 100% yield; for example, 0.34 means a 34% yield). (1) The reactants are [C:1]1([N:7]2[C:15]3[CH:14]=[CH:13][N:12]=[CH:11][C:10]=3[N:9]=[CH:8]2)[CH:6]=[CH:5][CH:4]=[CH:3][CH:2]=1. The product is [C:1]1([N:7]2[C:15]3[CH2:14][CH2:13][NH:12][CH2:11][C:10]=3[N:9]=[CH:8]2)[CH:2]=[CH:3][CH:4]=[CH:5][CH:6]=1. The catalyst is CC(O)=O.[Rh]. The yield is 0.800. (2) The reactants are [CH:1]1([C:4]2[C:9]([N:10]3[C:14](=[O:15])[N:13]([CH3:16])[N:12]=[N:11]3)=[CH:8][C:7]([N:17]3C(=O)C4C(=CC=CC=4)C3=O)=[CH:6][C:5]=2[C:28]([F:31])([F:30])[F:29])[CH2:3][CH2:2]1. The catalyst is CCO. The product is [NH2:17][C:7]1[CH:6]=[C:5]([C:28]([F:31])([F:30])[F:29])[C:4]([CH:1]2[CH2:2][CH2:3]2)=[C:9]([N:10]2[C:14](=[O:15])[N:13]([CH3:16])[N:12]=[N:11]2)[CH:8]=1. The yield is 0.760. (3) The reactants are [CH:1]([C:4]1[CH:9]=[CH:8][C:7]([CH:10]2[C:14]3[C:15]([CH3:31])=[C:16]([NH:22][C:23](=[O:30])OCC(Cl)(Cl)Cl)[C:17]([CH3:21])=[C:18]([O:19][CH3:20])[C:13]=3[O:12][CH2:11]2)=[CH:6][CH:5]=1)([CH3:3])[CH3:2].[NH2:32][CH2:33][CH2:34][OH:35]. The product is [OH:35][CH2:34][CH2:33][NH:32][C:23]([NH:22][C:16]1[C:17]([CH3:21])=[C:18]([O:19][CH3:20])[C:13]2[O:12][CH2:11][CH:10]([C:7]3[CH:8]=[CH:9][C:4]([CH:1]([CH3:2])[CH3:3])=[CH:5][CH:6]=3)[C:14]=2[C:15]=1[CH3:31])=[O:30]. The yield is 0.590. The catalyst is CCCCCC.C(OCC)(=O)C. (4) The reactants are C[Mg]Br.C([O:6][CH2:7][CH3:8])C.C(N(CC)CC)C.C(OC(=O)[C:20]1[C:21](=[CH:23][CH:24]=[CH:25][C:26]=1[CH3:27])[OH:22])C.[Cl-].[NH4+]. The catalyst is C1(C)C=CC=CC=1. The product is [OH:22][C:21]1[CH:23]=[CH:24][CH:25]=[C:26]([CH3:27])[C:20]=1[C:7](=[O:6])[CH3:8]. The yield is 0.720.